From a dataset of Peptide-MHC class II binding affinity with 134,281 pairs from IEDB. Regression. Given a peptide amino acid sequence and an MHC pseudo amino acid sequence, predict their binding affinity value. This is MHC class II binding data. (1) The peptide sequence is EKNYFAATQFEPLAA. The MHC is HLA-DPA10201-DPB10501 with pseudo-sequence HLA-DPA10201-DPB10501. The binding affinity (normalized) is 0.641. (2) The peptide sequence is TNDRKWCFEGPEEHE. The MHC is HLA-DQA10102-DQB10501 with pseudo-sequence HLA-DQA10102-DQB10501. The binding affinity (normalized) is 0.279. (3) The peptide sequence is LSGSQEVEFIGYGKA. The MHC is DRB1_0901 with pseudo-sequence DRB1_0901. The binding affinity (normalized) is 0.462. (4) The peptide sequence is EGTKVTFHVEKGSNP. The MHC is HLA-DQA10101-DQB10501 with pseudo-sequence HLA-DQA10101-DQB10501. The binding affinity (normalized) is 0.